From a dataset of Reaction yield outcomes from USPTO patents with 853,638 reactions. Predict the reaction yield, written as a fraction of the theoretical maximum amount of product (1.0 means a 100% yield; for example, 0.34 means a 34% yield). The reactants are [S:1]1[CH:5]=[CH:4][CH:3]=[C:2]1[S:6](Cl)(=[O:8])=[O:7].[NH2:10][C:11]1[C:15]([Br:16])=[C:14]([CH3:17])[O:13][N:12]=1. The catalyst is N1C=CC=CC=1. The product is [Br:16][C:15]1[C:11]([NH:10][S:6]([C:2]2[S:1][CH:5]=[CH:4][CH:3]=2)(=[O:8])=[O:7])=[N:12][O:13][C:14]=1[CH3:17]. The yield is 0.510.